From a dataset of Forward reaction prediction with 1.9M reactions from USPTO patents (1976-2016). Predict the product of the given reaction. (1) The product is: [NH2:1][C:2]1[C:11]2[N:12]=[C:13]([CH2:25][O:27][N:28]3[C:32](=[O:33])[C:31]4[C:30](=[CH:37][CH:36]=[CH:35][CH:34]=4)[C:29]3=[O:38])[N:14]([CH2:15][CH2:16][NH:17][C:18](=[O:24])[O:19][C:20]([CH3:23])([CH3:22])[CH3:21])[C:10]=2[C:9]2[CH:8]=[CH:7][CH:6]=[CH:5][C:4]=2[N:3]=1. Given the reactants [NH2:1][C:2]1[C:11]2[N:12]=[C:13]([CH2:25]Cl)[N:14]([CH2:15][CH2:16][NH:17][C:18](=[O:24])[O:19][C:20]([CH3:23])([CH3:22])[CH3:21])[C:10]=2[C:9]2[CH:8]=[CH:7][CH:6]=[CH:5][C:4]=2[N:3]=1.[OH:27][N:28]1[C:32](=[O:33])[C:31]2=[CH:34][CH:35]=[CH:36][CH:37]=[C:30]2[C:29]1=[O:38], predict the reaction product. (2) Given the reactants [N+:1]([C:4]1[CH:5]=[CH:6][CH:7]=[C:8]2[C:12]=1[N:11]([CH2:13][C:14]([O:16]C)=[O:15])[CH:10]=[CH:9]2)([O-:3])=[O:2].[Li+].[OH-].Cl, predict the reaction product. The product is: [N+:1]([C:4]1[CH:5]=[CH:6][CH:7]=[C:8]2[C:12]=1[N:11]([CH2:13][C:14]([OH:16])=[O:15])[CH:10]=[CH:9]2)([O-:3])=[O:2]. (3) Given the reactants [CH3:1][CH:2]([CH3:57])[C@H:3]([NH:52][C:53](=[O:56])[O:54][CH3:55])[C:4]([N:6]1[CH2:10][CH2:9][CH2:8][C@H:7]1[C:11]1[NH:12][CH:13]=[C:14]([C:16]2[CH:21]=[CH:20][C:19]([C:22]3[CH:27]=[CH:26][C:25]([C:28]4[N:29]=[C:30]([CH:33]5[CH2:40][C:36]6([CH2:39][NH:38][CH2:37]6)[CH2:35][N:34]5[C:41](=[O:51])[C@@H:42]([NH:46][C:47]([O:49][CH3:50])=[O:48])[CH:43]([CH3:45])[CH3:44])[NH:31][CH:32]=4)=[CH:24][CH:23]=3)=[CH:18][CH:17]=2)[N:15]=1)=[O:5].C1[C:62]2(OCCC[O:63]2)[CH2:61][C@@H](C(OC)=O)N1C(OCC1C=CC=CC=1)=O, predict the reaction product. The product is: [C:62]([N:38]1[CH2:37][C:36]2([CH2:40][CH:33]([C:30]3[NH:31][CH:32]=[C:28]([C:25]4[CH:24]=[CH:23][C:22]([C:19]5[CH:20]=[CH:21][C:16]([C:14]6[N:15]=[C:11]([C@@H:7]7[CH2:8][CH2:9][CH2:10][N:6]7[C:4]([C@@H:3]([NH:52][C:53](=[O:56])[O:54][CH3:55])[CH:2]([CH3:57])[CH3:1])=[O:5])[NH:12][CH:13]=6)=[CH:17][CH:18]=5)=[CH:27][CH:26]=4)[N:29]=3)[N:34]([C:41](=[O:51])[C@@H:42]([NH:46][C:47]([O:49][CH3:50])=[O:48])[CH:43]([CH3:44])[CH3:45])[CH2:35]2)[CH2:39]1)(=[O:63])[CH3:61]. (4) Given the reactants [NH:1]1[CH2:6][CH2:5][NH:4][CH2:3][C:2]1=[O:7].C(N(CC)C(C)C)(C)C.[C:17](OC(=O)C)(=[O:19])[CH3:18], predict the reaction product. The product is: [C:17]([N:4]1[CH2:5][CH2:6][NH:1][C:2](=[O:7])[CH2:3]1)(=[O:19])[CH3:18]. (5) Given the reactants Cl[C:2]1[N:7]2[CH:8]=[CH:9][N:10]=[C:6]2[CH:5]=[C:4]([Cl:11])[N:3]=1.FC(F)(F)C(O)=O.[NH2:19][CH2:20][CH2:21][NH:22][C:23]1[CH:30]=[CH:29][C:26]([C:27]#[N:28])=[CH:25][N:24]=1.CCN(C(C)C)C(C)C.O, predict the reaction product. The product is: [Cl:11][C:4]1[N:3]=[C:2]([NH:19][CH2:20][CH2:21][NH:22][C:23]2[CH:30]=[CH:29][C:26]([C:27]#[N:28])=[CH:25][N:24]=2)[N:7]2[CH:8]=[CH:9][N:10]=[C:6]2[CH:5]=1. (6) Given the reactants [OH-].[K+].[C:3]([C:6]1[N:11]=[C:10]([C:12]2[CH:17]=[CH:16][C:15]([C:18]3[CH:23]=[CH:22][C:21]([CH2:24][C:25]([NH:27][CH2:28][C:29]([O:31]C)=[O:30])=[O:26])=[CH:20][C:19]=3[Cl:33])=[CH:14][CH:13]=2)[C:9]([CH3:34])=[N:8][C:7]=1[CH3:35])(=[O:5])[NH2:4].Cl, predict the reaction product. The product is: [C:3]([C:6]1[N:11]=[C:10]([C:12]2[CH:17]=[CH:16][C:15]([C:18]3[CH:23]=[CH:22][C:21]([CH2:24][C:25]([NH:27][CH2:28][C:29]([OH:31])=[O:30])=[O:26])=[CH:20][C:19]=3[Cl:33])=[CH:14][CH:13]=2)[C:9]([CH3:34])=[N:8][C:7]=1[CH3:35])(=[O:5])[NH2:4]. (7) Given the reactants [CH3:1][O:2][CH2:3][CH2:4][NH:5][C:6]([C:8]1[S:9][CH:10]=[CH:11][CH:12]=1)=O.S(Cl)(Cl)=O.C1(=O)O[C:21](=[O:22])[C:20]2=[CH:24][CH:25]=[CH:26][CH:27]=[C:19]2[CH2:18]1, predict the reaction product. The product is: [CH3:1][O:2][CH2:3][CH2:4][N:5]1[C:6]([C:8]2[S:9][CH:10]=[CH:11][CH:12]=2)=[CH:18][C:19]2[C:20](=[CH:24][CH:25]=[CH:26][CH:27]=2)[C:21]1=[O:22]. (8) Given the reactants [I:1][C:2]1[CH:3]=[CH:4][C:5]([C:8]#[N:9])=[N:6][CH:7]=1.[CH3:10][CH2:11][Mg+].[Br-], predict the reaction product. The product is: [I:1][C:2]1[CH:3]=[CH:4][C:5]([C:8]2([NH2:9])[CH2:11][CH2:10]2)=[N:6][CH:7]=1. (9) The product is: [CH3:1][S:2]([C:3]1[N:4]([C:15]2[CH:16]=[CH:17][C:18]([O:21][CH2:22][C:23]([F:24])([F:26])[F:25])=[CH:19][CH:20]=2)[C:5](=[O:14])[C:6]2[CH:12]=[CH:11][C:10](=[O:13])[NH:9][C:7]=2[N:8]=1)=[O:29]. Given the reactants [CH3:1][S:2][C:3]1[N:4]([C:15]2[CH:20]=[CH:19][C:18]([O:21][CH2:22][C:23]([F:26])([F:25])[F:24])=[CH:17][CH:16]=2)[C:5](=[O:14])[C:6]2[CH:12]=[CH:11][C:10](=[O:13])[NH:9][C:7]=2[N:8]=1.C(O)(=[O:29])C, predict the reaction product.